From a dataset of NCI-60 drug combinations with 297,098 pairs across 59 cell lines. Regression. Given two drug SMILES strings and cell line genomic features, predict the synergy score measuring deviation from expected non-interaction effect. Drug 1: CS(=O)(=O)C1=CC(=C(C=C1)C(=O)NC2=CC(=C(C=C2)Cl)C3=CC=CC=N3)Cl. Drug 2: C1=CC(=C2C(=C1NCCNCCO)C(=O)C3=C(C=CC(=C3C2=O)O)O)NCCNCCO. Cell line: 786-0. Synergy scores: CSS=68.9, Synergy_ZIP=12.8, Synergy_Bliss=13.5, Synergy_Loewe=-9.81, Synergy_HSA=16.0.